From a dataset of Full USPTO retrosynthesis dataset with 1.9M reactions from patents (1976-2016). Predict the reactants needed to synthesize the given product. (1) Given the product [Cl:11][C:10]1[N:9]=[C:16]([Cl:17])[N:15]=[C:13]([O:6][C@H:4]([CH3:5])[CH2:3][O:2][CH3:1])[N:12]=1, predict the reactants needed to synthesize it. The reactants are: [CH3:1][O:2][CH2:3][C@H:4]([OH:6])[CH3:5].[H-].[Na+].[N:9]1[C:16]([Cl:17])=[N:15][C:13](Cl)=[N:12][C:10]=1[Cl:11].CCOC(C)=O. (2) Given the product [CH2:13]([O:12][C:10]([C:9]1[N:7]=[CH:8][S:25][C:24]=1[NH:23][CH:16]([C:17]1[CH:22]=[CH:21][CH:20]=[CH:19][CH:18]=1)[CH3:15])=[O:11])[CH3:14], predict the reactants needed to synthesize it. The reactants are: CC(C)([O-])C.[K+].[N+:7]([CH2:9][C:10]([O:12][CH2:13][CH3:14])=[O:11])#[C-:8].[CH3:15][CH:16]([N:23]=[C:24]=[S:25])[C:17]1[CH:22]=[CH:21][CH:20]=[CH:19][CH:18]=1.C(O)(=O)C. (3) Given the product [Br:1][C:2]1[CH:7]=[CH:6][C:5]([O:8][CH3:9])=[C:4]2[C:3]=1[CH:13]=[CH:14][NH:10]2, predict the reactants needed to synthesize it. The reactants are: [Br:1][C:2]1[CH:7]=[CH:6][C:5]([O:8][CH3:9])=[C:4]([N+:10]([O-])=O)[CH:3]=1.[CH:13]([Mg]Br)=[CH2:14]. (4) Given the product [CH2:25]([N:32]1[CH2:36][CH2:37][C:15]([C:4]2[N:3]=[C:2]([Cl:1])[N:7]=[C:6]([N:8]3[CH2:13][CH2:12][O:11][CH2:10][C@H:9]3[CH3:14])[CH:5]=2)([S:16]([CH:19]2[CH2:21][CH2:20]2)(=[O:18])=[O:17])[CH2:34][CH2:33]1)[C:26]1[CH:31]=[CH:30][CH:29]=[CH:28][CH:27]=1, predict the reactants needed to synthesize it. The reactants are: [Cl:1][C:2]1[N:7]=[C:6]([N:8]2[CH2:13][CH2:12][O:11][CH2:10][C@H:9]2[CH3:14])[CH:5]=[C:4]([CH2:15][S:16]([CH:19]2[CH2:21][CH2:20]2)(=[O:18])=[O:17])[N:3]=1.[H-].[Na+].Cl.[CH2:25]([N:32]([CH2:36][CH2:37]Cl)[CH2:33][CH2:34]Cl)[C:26]1[CH:31]=[CH:30][CH:29]=[CH:28][CH:27]=1.